This data is from NCI-60 drug combinations with 297,098 pairs across 59 cell lines. The task is: Regression. Given two drug SMILES strings and cell line genomic features, predict the synergy score measuring deviation from expected non-interaction effect. (1) Drug 1: C1=NC(=NC(=O)N1C2C(C(C(O2)CO)O)O)N. Drug 2: C1C(C(OC1N2C=NC3=C2NC=NCC3O)CO)O. Cell line: HOP-62. Synergy scores: CSS=36.8, Synergy_ZIP=-2.32, Synergy_Bliss=2.44, Synergy_Loewe=-1.98, Synergy_HSA=2.91. (2) Drug 1: CC1=C(C=C(C=C1)NC2=NC=CC(=N2)N(C)C3=CC4=NN(C(=C4C=C3)C)C)S(=O)(=O)N.Cl. Drug 2: CC1=C(C(CCC1)(C)C)C=CC(=CC=CC(=CC(=O)O)C)C. Cell line: KM12. Synergy scores: CSS=11.2, Synergy_ZIP=-8.59, Synergy_Bliss=-3.90, Synergy_Loewe=-7.00, Synergy_HSA=-1.75. (3) Drug 1: COC1=NC(=NC2=C1N=CN2C3C(C(C(O3)CO)O)O)N. Drug 2: C1=NNC2=C1C(=O)NC=N2. Cell line: A498. Synergy scores: CSS=-1.02, Synergy_ZIP=0.312, Synergy_Bliss=-0.444, Synergy_Loewe=-1.28, Synergy_HSA=-1.39. (4) Drug 1: C1=CC(=CC=C1C#N)C(C2=CC=C(C=C2)C#N)N3C=NC=N3. Drug 2: C1C(C(OC1N2C=NC3=C(N=C(N=C32)Cl)N)CO)O. Cell line: SK-MEL-5. Synergy scores: CSS=17.5, Synergy_ZIP=-5.44, Synergy_Bliss=6.38, Synergy_Loewe=-24.0, Synergy_HSA=4.25. (5) Drug 1: C1=C(C(=O)NC(=O)N1)F. Drug 2: CC1C(C(CC(O1)OC2CC(CC3=C2C(=C4C(=C3O)C(=O)C5=CC=CC=C5C4=O)O)(C(=O)C)O)N)O. Cell line: HCT116. Synergy scores: CSS=49.3, Synergy_ZIP=-15.8, Synergy_Bliss=-23.5, Synergy_Loewe=-19.5, Synergy_HSA=-18.3.